From a dataset of Catalyst prediction with 721,799 reactions and 888 catalyst types from USPTO. Predict which catalyst facilitates the given reaction. Reactant: [C:1](O)(=[O:4])[CH:2]=[CH2:3].C(N(CC)CC)C.C(Cl)(=O)C=C.[NH2:18][C:19]1[CH:20]=[C:21]2[C:26](=[CH:27][C:28]=1[O:29][CH2:30][CH2:31][CH2:32][N:33]1[CH2:38][CH2:37][N:36]([CH:39]3[CH2:43][O:42][C:41](=[O:44])[CH2:40]3)[CH2:35][CH2:34]1)[N:25]=[CH:24][N:23]=[C:22]2[NH:45][C:46]1[CH:51]=[CH:50][C:49]([F:52])=[C:48]([Cl:53])[CH:47]=1. Product: [Cl:53][C:48]1[CH:47]=[C:46]([NH:45][C:22]2[C:21]3[C:26](=[CH:27][C:28]([O:29][CH2:30][CH2:31][CH2:32][N:33]4[CH2:34][CH2:35][N:36]([CH:39]5[CH2:43][O:42][C:41](=[O:44])[CH2:40]5)[CH2:37][CH2:38]4)=[C:19]([NH:18][C:1]([CH:2]=[CH2:3])=[O:4])[CH:20]=3)[N:25]=[CH:24][N:23]=2)[CH:51]=[CH:50][C:49]=1[F:52]. The catalyst class is: 7.